Dataset: Retrosynthesis with 50K atom-mapped reactions and 10 reaction types from USPTO. Task: Predict the reactants needed to synthesize the given product. Given the product CCN(C(=O)c1ccc(OCC(=O)O)cc1)c1cc(OC)ccc1C1CCc2cc(OC)ccc2C1, predict the reactants needed to synthesize it. The reactants are: CCOC(=O)COc1ccc(C(=O)N(CC)c2cc(OC)ccc2C2CCc3cc(OC)ccc3C2)cc1.